This data is from Forward reaction prediction with 1.9M reactions from USPTO patents (1976-2016). The task is: Predict the product of the given reaction. The product is: [Cl:50][Si:51]([Cl:53])([Cl:52])[CH2:44][CH2:43][CH2:42][N:19]1[C:20]2[CH:21]=[CH:22][CH:23]=[CH:24][C:25]=2[C:26]2[C:18]1=[CH:17][CH:16]=[CH:15][CH:27]=2. Given the reactants CN1C2C=CC([C:15]3[CH:16]=[CH:17][C:18]4[N:19]([CH2:42][CH:43]=[CH2:44])[C:20]5[C:25]([C:26]=4[CH:27]=3)=[CH:24][C:23](C3C=CC4N(C)C6C(C=4C=3)=CC=CC=6)=[CH:22][CH:21]=5)=CC=2C2C1=CC=CC=2.C1COCC1.[Cl:50][SiH:51]([Cl:53])[Cl:52], predict the reaction product.